This data is from NCI-60 drug combinations with 297,098 pairs across 59 cell lines. The task is: Regression. Given two drug SMILES strings and cell line genomic features, predict the synergy score measuring deviation from expected non-interaction effect. (1) Drug 1: CC1OCC2C(O1)C(C(C(O2)OC3C4COC(=O)C4C(C5=CC6=C(C=C35)OCO6)C7=CC(=C(C(=C7)OC)O)OC)O)O. Drug 2: C1C(C(OC1N2C=C(C(=O)NC2=O)F)CO)O. Cell line: SNB-75. Synergy scores: CSS=34.7, Synergy_ZIP=-17.1, Synergy_Bliss=-12.9, Synergy_Loewe=-23.0, Synergy_HSA=-8.01. (2) Drug 1: CCCCC(=O)OCC(=O)C1(CC(C2=C(C1)C(=C3C(=C2O)C(=O)C4=C(C3=O)C=CC=C4OC)O)OC5CC(C(C(O5)C)O)NC(=O)C(F)(F)F)O. Drug 2: C1CN(P(=O)(OC1)NCCCl)CCCl. Cell line: PC-3. Synergy scores: CSS=29.4, Synergy_ZIP=-3.82, Synergy_Bliss=1.16, Synergy_Loewe=-19.0, Synergy_HSA=1.73. (3) Drug 1: C1CCC(C1)C(CC#N)N2C=C(C=N2)C3=C4C=CNC4=NC=N3. Drug 2: CC(C)(C#N)C1=CC(=CC(=C1)CN2C=NC=N2)C(C)(C)C#N. Synergy scores: CSS=-3.39, Synergy_ZIP=7.27, Synergy_Bliss=0.545, Synergy_Loewe=-2.74, Synergy_HSA=-3.92. Cell line: SK-MEL-28. (4) Drug 1: C1CC(=O)NC(=O)C1N2CC3=C(C2=O)C=CC=C3N. Drug 2: CCC1(C2=C(COC1=O)C(=O)N3CC4=CC5=C(C=CC(=C5CN(C)C)O)N=C4C3=C2)O.Cl. Cell line: K-562. Synergy scores: CSS=10.5, Synergy_ZIP=-4.45, Synergy_Bliss=-3.97, Synergy_Loewe=-33.0, Synergy_HSA=-5.40. (5) Cell line: UACC62. Synergy scores: CSS=52.9, Synergy_ZIP=6.46, Synergy_Bliss=3.88, Synergy_Loewe=-35.4, Synergy_HSA=3.33. Drug 1: CC12CCC3C(C1CCC2NC(=O)OCC(F)(F)F)CCC4C3(C=CC(=O)N4C)C. Drug 2: CC(C)(C#N)C1=CC=C(C=C1)N2C3=C4C=C(C=CC4=NC=C3N(C2=O)C)C5=CC6=CC=CC=C6N=C5. (6) Drug 1: C1CCC(CC1)NC(=O)N(CCCl)N=O. Drug 2: CC1C(C(CC(O1)OC2CC(CC3=C2C(=C4C(=C3O)C(=O)C5=C(C4=O)C(=CC=C5)OC)O)(C(=O)CO)O)N)O.Cl. Cell line: SK-MEL-28. Synergy scores: CSS=33.8, Synergy_ZIP=-2.13, Synergy_Bliss=-6.44, Synergy_Loewe=-7.44, Synergy_HSA=-4.82. (7) Drug 1: CC1=CC=C(C=C1)C2=CC(=NN2C3=CC=C(C=C3)S(=O)(=O)N)C(F)(F)F. Drug 2: CC12CCC3C(C1CCC2OP(=O)(O)O)CCC4=C3C=CC(=C4)OC(=O)N(CCCl)CCCl.[Na+]. Cell line: A549. Synergy scores: CSS=5.36, Synergy_ZIP=-3.08, Synergy_Bliss=3.77, Synergy_Loewe=2.38, Synergy_HSA=2.61.